This data is from Forward reaction prediction with 1.9M reactions from USPTO patents (1976-2016). The task is: Predict the product of the given reaction. (1) Given the reactants [CH:1]1([CH:7]2[CH2:11][CH2:10][N:9]([CH2:12][C:13]3[C:18]([Cl:19])=[CH:17][C:16]([O:20]C)=[CH:15][C:14]=3[Cl:22])[C:8]2=[O:23])[CH2:6][CH2:5][CH2:4][CH2:3][CH2:2]1.B(Br)(Br)Br, predict the reaction product. The product is: [CH:1]1([CH:7]2[CH2:11][CH2:10][N:9]([CH2:12][C:13]3[C:18]([Cl:19])=[CH:17][C:16]([OH:20])=[CH:15][C:14]=3[Cl:22])[C:8]2=[O:23])[CH2:2][CH2:3][CH2:4][CH2:5][CH2:6]1. (2) Given the reactants [Cl:1][C:2]1[CH:3]=[C:4]([C:9]([C:20]([F:23])([F:22])[F:21])([CH2:12][C:13](C2OC=CC=2)=[O:14])[C:10]#[N:11])[CH:5]=[C:6]([Cl:8])[CH:7]=1.I([O-])(=O)(=O)=[O:25].[Na+], predict the reaction product. The product is: [C:10]([C:9]([C:4]1[CH:5]=[C:6]([Cl:8])[CH:7]=[C:2]([Cl:1])[CH:3]=1)([C:20]([F:23])([F:22])[F:21])[CH2:12][C:13]([OH:14])=[O:25])#[N:11]. (3) Given the reactants [CH3:1][C:2]1[N:3]([C:29]([O:31][C:32]([CH3:35])([CH3:34])[CH3:33])=[O:30])[C:4]2[CH2:5][C:6]([CH3:28])([CH3:27])[CH2:7][C:8](=[O:26])[C:9]=2[C:10]=1[CH2:11][C:12]1[CH:17]=[CH:16][CH:15]=[CH:14][C:13]=1[S:18]([N:21]1[CH2:25][CH2:24][CH2:23][CH2:22]1)(=[O:20])=[O:19].[Li+].[CH3:37][Si]([N-][Si](C)(C)C)(C)C.CI, predict the reaction product. The product is: [CH3:1][C:2]1[N:3]([C:29]([O:31][C:32]([CH3:35])([CH3:34])[CH3:33])=[O:30])[C:4]2[CH2:5][C:6]([CH3:28])([CH3:27])[CH:7]([CH3:37])[C:8](=[O:26])[C:9]=2[C:10]=1[CH2:11][C:12]1[CH:17]=[CH:16][CH:15]=[CH:14][C:13]=1[S:18]([N:21]1[CH2:25][CH2:24][CH2:23][CH2:22]1)(=[O:20])=[O:19]. (4) Given the reactants Br[C:2]1[CH:7]=[C:6]([CH3:8])[C:5]([Cl:9])=[CH:4][C:3]=1[C:10]([O:13][CH2:14][O:15][CH2:16][CH3:17])([CH3:12])[CH3:11].[B:18]1([B:18]2[O:22][C:21]([CH3:24])([CH3:23])[C:20]([CH3:26])([CH3:25])[O:19]2)[O:22][C:21]([CH3:24])([CH3:23])[C:20]([CH3:26])([CH3:25])[O:19]1.[CH3:36]C([O-])=O.[K+], predict the reaction product. The product is: [Cl:9][C:5]1[C:6]([CH2:8][CH3:36])=[CH:7][C:2]([B:18]2[O:22][C:21]([CH3:24])([CH3:23])[C:20]([CH3:26])([CH3:25])[O:19]2)=[C:3]([C:10]([O:13][CH2:14][O:15][CH2:16][CH3:17])([CH3:12])[CH3:11])[CH:4]=1. (5) Given the reactants [CH3:1][O:2][CH2:3][C@@H:4]([NH:11][C:12]([NH:14][C:15]1[N:20]=[CH:19][C:18]2[C:21]([O:24][CH3:25])=[N:22][NH:23][C:17]=2[CH:16]=1)=[O:13])[C:5]1[CH:10]=[CH:9][CH:8]=[CH:7][CH:6]=1.C1C(=O)N([Br:33])C(=O)C1.O, predict the reaction product. The product is: [Br:33][C:16]1[C:17]2[NH:23][N:22]=[C:21]([O:24][CH3:25])[C:18]=2[CH:19]=[N:20][C:15]=1[NH:14][C:12]([NH:11][C@@H:4]([C:5]1[CH:10]=[CH:9][CH:8]=[CH:7][CH:6]=1)[CH2:3][O:2][CH3:1])=[O:13]. (6) Given the reactants [NH2:1][C:2]1[C:3]([Cl:11])=[C:4]([CH:7]=[CH:8][C:9]=1[Cl:10])[CH2:5][NH2:6].[CH3:12][C:13]([CH3:18])([CH3:17])[C:14](Cl)=[O:15], predict the reaction product. The product is: [NH2:1][C:2]1[C:3]([Cl:11])=[C:4]([CH:7]=[CH:8][C:9]=1[Cl:10])[CH2:5][NH:6][C:14](=[O:15])[C:13]([CH3:18])([CH3:17])[CH3:12]. (7) Given the reactants [CH3:1]NC.[CH3:4][NH:5][CH2:6][C:7]1[CH:12]=[CH:11][CH:10]=[CH:9][CH:8]=1.N[CH:14]([CH:17]1CCC2(OCCO2)[CH2:19][CH2:18]1)[C:15]#[N:16], predict the reaction product. The product is: [CH3:4][N:5]([CH3:1])[CH:6]([C:7]1[CH:12]=[CH:11][CH:10]=[CH:9][CH:8]=1)[CH:17]1[CH2:18][CH2:19][NH:16][CH2:15][CH2:14]1. (8) Given the reactants [O:1]=[C:2]1[CH:7]([C:8]([O:10]CC)=O)[CH2:6][CH2:5][CH2:4][NH:3]1.[CH:13]1([NH2:19])[CH2:18][CH2:17][CH2:16][CH2:15][CH2:14]1, predict the reaction product. The product is: [CH:13]1([NH:19][C:8]([CH:7]2[CH2:6][CH2:5][CH2:4][NH:3][C:2]2=[O:1])=[O:10])[CH2:18][CH2:17][CH2:16][CH2:15][CH2:14]1. (9) Given the reactants [Li][CH2:2]CCC.[CH3:6][O:7][C:8]1[CH:9]=[C:10]([CH:13]=[CH:14][CH:15]=1)[CH:11]=O, predict the reaction product. The product is: [CH3:6][O:7][C:8]1[CH:15]=[CH:14][CH:13]=[C:10]([CH:11]=[CH2:2])[CH:9]=1.